This data is from Catalyst prediction with 721,799 reactions and 888 catalyst types from USPTO. The task is: Predict which catalyst facilitates the given reaction. (1) Reactant: [CH2:1]([O:3][C:4](=[O:24])[C:5]([O:8][C:9]1[CH:14]=[CH:13][C:12]([O:15][CH2:16][C:17]2[CH:22]=[CH:21][CH:20]=[CH:19][CH:18]=2)=[CH:11][C:10]=1Br)([CH3:7])[CH3:6])[CH3:2].[C:25]1(B(O)O)[CH:30]=[CH:29][CH:28]=[CH:27][CH:26]=1.C([O-])([O-])=O.[Na+].[Na+]. Product: [CH2:1]([O:3][C:4](=[O:24])[C:5]([O:8][C:9]1[CH:14]=[CH:13][C:12]([O:15][CH2:16][C:17]2[CH:22]=[CH:21][CH:20]=[CH:19][CH:18]=2)=[CH:11][C:10]=1[C:25]1[CH:30]=[CH:29][CH:28]=[CH:27][CH:26]=1)([CH3:7])[CH3:6])[CH3:2]. The catalyst class is: 335. (2) Reactant: CC1C=CC(S(OCC2CC3C(F)=CC=C(C4C=CC=CC=4)C=3O2)(=O)=O)=CC=1.[N-]=[N+]=[N-].[Na+].[N:33]([CH2:36][CH:37]1[CH2:41][C:40]2[C:42]([F:52])=[CH:43][CH:44]=[C:45]([C:46]3[CH:51]=[CH:50][CH:49]=[CH:48][CH:47]=3)[C:39]=2[O:38]1)=[N+]=[N-].[N-]=[N+]=[N-]. Product: [F:52][C:42]1[C:40]2[CH2:41][CH:37]([CH2:36][NH2:33])[O:38][C:39]=2[C:45]([C:46]2[CH:51]=[CH:50][CH:49]=[CH:48][CH:47]=2)=[CH:44][CH:43]=1. The catalyst class is: 45. (3) Reactant: [CH2:1]([NH:8][C@H:9]([C:28]1[CH:33]=[CH:32][CH:31]=[CH:30][CH:29]=1)[C@H:10]([O:20][CH2:21][C:22]1[CH:27]=[CH:26][CH:25]=[CH:24][CH:23]=1)[CH2:11][O:12][CH2:13][C:14]1[CH:19]=[CH:18][CH:17]=[CH:16][CH:15]=1)[C:2]1[CH:7]=[CH:6][CH:5]=[CH:4][CH:3]=1.C(NC(C)C)(C)C.[C:41](O[C:41]([O:43][C:44]([CH3:47])([CH3:46])[CH3:45])=[O:42])([O:43][C:44]([CH3:47])([CH3:46])[CH3:45])=[O:42].COC(C)(C)C. Product: [CH2:1]([N:8]([C:41]([O:43][C:44]([CH3:47])([CH3:46])[CH3:45])=[O:42])[C@H:9]([C:28]1[CH:29]=[CH:30][CH:31]=[CH:32][CH:33]=1)[C@H:10]([O:20][CH2:21][C:22]1[CH:23]=[CH:24][CH:25]=[CH:26][CH:27]=1)[CH2:11][O:12][CH2:13][C:14]1[CH:15]=[CH:16][CH:17]=[CH:18][CH:19]=1)[C:2]1[CH:3]=[CH:4][CH:5]=[CH:6][CH:7]=1. The catalyst class is: 12. (4) Reactant: [NH2:1][C:2]1=[C:3]([Cl:18])[C:4](=[O:17])[C:5]([CH3:16])=[CH:6]/[C:7]/1=[N:8]/[C:9]1[CH:14]=[CH:13][C:12]([NH2:15])=[CH:11][CH:10]=1.S(S([O-])=O)([O-])=O.[Na+].[Na+]. Product: [NH2:1][C:2]1[C:3]([Cl:18])=[C:4]([OH:17])[C:5]([CH3:16])=[CH:6][C:7]=1[NH:8][C:9]1[CH:10]=[CH:11][C:12]([NH2:15])=[CH:13][CH:14]=1. The catalyst class is: 273.